From a dataset of Catalyst prediction with 721,799 reactions and 888 catalyst types from USPTO. Predict which catalyst facilitates the given reaction. (1) Reactant: [CH2:1]([O:5][CH2:6][CH2:7][O:8][C:9]1[CH:14]=[CH:13][C:12]([C:15]2[CH:16]=[CH:17][C:18]3[N:24]([CH2:25][CH:26]([CH3:28])[CH3:27])[CH2:23][CH2:22][C:21]([C:29]([NH:31][C:32]4[CH:37]=[CH:36][C:35]([S:38][CH2:39][C:40]5[N:44]([CH2:45][CH2:46][O:47][CH3:48])[CH:43]=[N:42][CH:41]=5)=[CH:34][CH:33]=4)=[O:30])=[CH:20][C:19]=3[CH:49]=2)=[CH:11][CH:10]=1)[CH2:2][CH2:3][CH3:4].ClC1C=CC=C(C(OO)=[O:58])C=1.S([O-])([O-])(=O)=S.[Na+].[Na+]. Product: [CH2:1]([O:5][CH2:6][CH2:7][O:8][C:9]1[CH:10]=[CH:11][C:12]([C:15]2[CH:16]=[CH:17][C:18]3[N:24]([CH2:25][CH:26]([CH3:27])[CH3:28])[CH2:23][CH2:22][C:21]([C:29]([NH:31][C:32]4[CH:33]=[CH:34][C:35]([S:38]([CH2:39][C:40]5[N:44]([CH2:45][CH2:46][O:47][CH3:48])[CH:43]=[N:42][CH:41]=5)=[O:58])=[CH:36][CH:37]=4)=[O:30])=[CH:20][C:19]=3[CH:49]=2)=[CH:13][CH:14]=1)[CH2:2][CH2:3][CH3:4]. The catalyst class is: 2. (2) Reactant: CS(O[C@@H:6]1[CH2:10][CH2:9][C@H:8]([NH:11][C:12]([O:14][C:15]([CH3:18])([CH3:17])[CH3:16])=[O:13])[CH2:7]1)(=O)=O.[N-:19]=[N+:20]=[N-:21].[Na+]. The catalyst class is: 3. Product: [C:15]([O:14][C:12](=[O:13])[NH:11][C@H:8]1[CH2:9][CH2:10][C@H:6]([N:19]=[N+:20]=[N-:21])[CH2:7]1)([CH3:18])([CH3:17])[CH3:16].